From a dataset of Full USPTO retrosynthesis dataset with 1.9M reactions from patents (1976-2016). Predict the reactants needed to synthesize the given product. Given the product [CH:22]12[CH2:23][CH:24]([CH:20]=[CH:21]1)[N:2]([C:3]([O:5][C:6]([CH3:9])([CH3:8])[CH3:7])=[O:4])[N:1]2[C:10]([O:12][CH2:13][C:14]1[CH:15]=[CH:16][CH:17]=[CH:18][CH:19]=1)=[O:11], predict the reactants needed to synthesize it. The reactants are: [N:1](/[C:10]([O:12][CH2:13][C:14]1[CH:19]=[CH:18][CH:17]=[CH:16][CH:15]=1)=[O:11])=[N:2]\[C:3]([O:5][C:6]([CH3:9])([CH3:8])[CH3:7])=[O:4].[CH:20]1[CH2:24][CH:23]=[CH:22][CH:21]=1.